From a dataset of Full USPTO retrosynthesis dataset with 1.9M reactions from patents (1976-2016). Predict the reactants needed to synthesize the given product. (1) Given the product [CH3:1][O:2][C:3](=[O:37])[C:4]1[CH:9]=[CH:8][C:7]([C:10]2([CH2:14][O:15][C:16]3[CH:17]=[C:18]([CH3:33])[C:19]([C:23]4[CH:28]=[CH:27][C:26]([C:29]([F:30])([F:32])[F:31])=[CH:25][CH:24]=4)=[C:20]([CH3:22])[CH:21]=3)[CH2:11][CH:36]=[CH:35][CH2:34]2)=[CH:6][CH:5]=1, predict the reactants needed to synthesize it. The reactants are: [CH3:1][O:2][C:3](=[O:37])[C:4]1[CH:9]=[CH:8][C:7]([C:10]([CH2:34][CH:35]=[CH2:36])([CH2:14][O:15][C:16]2[CH:21]=[C:20]([CH3:22])[C:19]([C:23]3[CH:28]=[CH:27][C:26]([C:29]([F:32])([F:31])[F:30])=[CH:25][CH:24]=3)=[C:18]([CH3:33])[CH:17]=2)[CH2:11]C=C)=[CH:6][CH:5]=1. (2) Given the product [C:9]([O:42][C:41]([N:11]1[CH:10]([C:16]2[CH:17]=[CH:18][C:19]([S:22](=[NH:23])([CH3:31])=[O:30])=[CH:20][CH:21]=2)[C:9]([NH:8][O:33][C:34]([O:36][C:37]([CH3:38])([CH3:40])[CH3:39])=[O:35])([CH3:32])[C:13](=[O:14])[N:12]1[CH3:15])=[O:44])([CH3:32])([CH3:13])[CH3:10], predict the reactants needed to synthesize it. The reactants are: C(OC([N:8]([O:33][C:34]([O:36][C:37]([CH3:40])([CH3:39])[CH3:38])=[O:35])[C:9]1([CH3:32])[C:13](=[O:14])[N:12]([CH3:15])[N:11]=[C:10]1[C:16]1[CH:21]=[CH:20][C:19]([S:22]([CH3:31])(=[O:30])=[N:23]C(=O)C(F)(F)F)=[CH:18][CH:17]=1)=O)(C)(C)C.[C:41](=[O:44])([O-])[O-:42].[K+].[K+]. (3) Given the product [CH2:1]([O:3][C:4](=[O:16])[CH2:5][C:6]1[C:7]([CH2:8][CH:9]([CH3:11])[CH3:10])=[N:24][N:23]([C:18]2[CH:19]=[CH:20][CH:21]=[CH:22][N:17]=2)[C:13]=1[CH3:14])[CH3:2], predict the reactants needed to synthesize it. The reactants are: [CH2:1]([O:3][C:4](=[O:16])[CH2:5][CH:6]([C:13](=O)[CH3:14])[C:7](=O)[CH2:8][CH:9]([CH3:11])[CH3:10])[CH3:2].[N:17]1[CH:22]=[CH:21][CH:20]=[CH:19][C:18]=1[NH:23][NH2:24]. (4) Given the product [N:8]1([C:6]2[CH:7]=[C:2]([NH:21][C:22]3[CH:27]=[CH:26][CH:25]=[CH:24][CH:23]=3)[N:3]=[C:4]([C:14]3[CH:15]=[C:16]([OH:20])[CH:17]=[CH:18][CH:19]=3)[N:5]=2)[CH2:13][CH2:12][O:11][CH2:10][CH2:9]1, predict the reactants needed to synthesize it. The reactants are: Cl[C:2]1[CH:7]=[C:6]([N:8]2[CH2:13][CH2:12][O:11][CH2:10][CH2:9]2)[N:5]=[C:4]([C:14]2[CH:15]=[C:16]([OH:20])[CH:17]=[CH:18][CH:19]=2)[N:3]=1.[NH2:21][C:22]1[CH:27]=[CH:26][CH:25]=[CH:24][CH:23]=1. (5) The reactants are: IC1C=CC=CC=1S([O-])(=O)=O.[Na+].OOS([O-])=O.[K+].S([O-])([O-])(=O)=O.[Na+].[Na+].[CH3:26][C:27]1[CH2:32][CH:31]([C:33]([CH3:35])=[CH2:34])[CH2:30][CH:29]([OH:36])[CH:28]=1. Given the product [CH3:26][C:27]1[CH2:32][CH:31]([C:33]([CH3:35])=[CH2:34])[CH2:30][C:29](=[O:36])[CH:28]=1, predict the reactants needed to synthesize it. (6) Given the product [C:1]([O:5][C:6](=[O:7])[NH:8][C@:12]([CH2:11][C:32]#[N:33])([CH3:13])[CH2:14][CH2:15][C:16]1[CH:17]=[CH:18][C:19]([O:22][CH2:23][CH2:24][CH2:25][CH2:26][CH2:27][CH2:28][CH3:29])=[CH:20][CH:21]=1)([CH3:4])([CH3:3])[CH3:2], predict the reactants needed to synthesize it. The reactants are: [C:1]([O:5][C:6]([N:8]1[C@@:12]([CH2:14][CH2:15][C:16]2[CH:21]=[CH:20][C:19]([O:22][CH2:23][CH2:24][CH2:25][CH2:26][CH2:27][CH2:28][CH3:29])=[CH:18][CH:17]=2)([CH3:13])[CH2:11]OS1(=O)=O)=[O:7])([CH3:4])([CH3:3])[CH3:2].[C-:32]#[N:33].[Na+].CCOC(C)=O.C([O-])(O)=O.[Na+]. (7) Given the product [CH2:9]([O:7][C:6]([C:3]1[CH:4]=[CH:5][NH:1][N:2]=1)=[O:8])[CH3:10], predict the reactants needed to synthesize it. The reactants are: [NH:1]1[CH:5]=[CH:4][C:3]([C:6]([OH:8])=[O:7])=[N:2]1.[CH2:9](O)[CH3:10]. (8) The reactants are: [ClH:1].[CH2:2]([N:15]([CH3:22])[C:16](=[NH:21])[NH:17][C:18](=[NH:20])[NH2:19])[CH2:3][CH2:4][CH2:5][CH2:6][CH2:7][CH2:8][CH2:9][CH2:10][CH2:11][CH2:12][CH2:13][CH3:14].CN(C=O)C.[C:28]12(CS(O)(=O)=O)C(C)(C)C(C[CH2:34]1)C[C:29]2=O. Given the product [ClH:1].[CH2:2]([N:15]([CH3:22])[C:16]1[N:17]=[C:18]([NH2:19])[NH:20][C:28]([CH3:34])([CH3:29])[N:21]=1)[CH2:3][CH2:4][CH2:5][CH2:6][CH2:7][CH2:8][CH2:9][CH2:10][CH2:11][CH2:12][CH2:13][CH3:14], predict the reactants needed to synthesize it.